This data is from Catalyst prediction with 721,799 reactions and 888 catalyst types from USPTO. The task is: Predict which catalyst facilitates the given reaction. Reactant: [O:1]=[C:2]1[C:6]([C:7]2[CH:12]=[CH:11][C:10]([O:13][C:14]([F:17])([F:16])[F:15])=[CH:9][CH:8]=2)=[N:5][C:4]2([CH2:22][CH2:21][CH2:20][CH2:19][CH2:18]2)[N:3]1[CH2:23][C:24]([OH:26])=O.C(Cl)(=O)C([Cl:30])=O. Product: [O:1]=[C:2]1[C:6]([C:7]2[CH:12]=[CH:11][C:10]([O:13][C:14]([F:17])([F:16])[F:15])=[CH:9][CH:8]=2)=[N:5][C:4]2([CH2:22][CH2:21][CH2:20][CH2:19][CH2:18]2)[N:3]1[CH2:23][C:24]([Cl:30])=[O:26]. The catalyst class is: 59.